This data is from Reaction yield outcomes from USPTO patents with 853,638 reactions. The task is: Predict the reaction yield, written as a fraction of the theoretical maximum amount of product (1.0 means a 100% yield; for example, 0.34 means a 34% yield). (1) The reactants are C1C=CC(P(C2C(C3C(P(C4C=CC=CC=4)C4C=CC=CC=4)=CC=C4C=3C=CC=C4)=C3C(C=CC=C3)=CC=2)C2C=CC=CC=2)=CC=1.Br[C:48]1[CH:53]=[CH:52][CH:51]=[C:50]([N+:54]([O-:56])=[O:55])[CH:49]=1.Cl.Cl.[CH:59]([N:62]1[CH2:67][C@@H:66]2[CH2:68][C@H:63]1[CH2:64][NH:65]2)([CH3:61])[CH3:60].CC(C)([O-])C.[Na+]. The catalyst is C1(C)C=CC=CC=1.C(OCC)(=O)C.C1C=CC(/C=C/C(/C=C/C2C=CC=CC=2)=O)=CC=1.C1C=CC(/C=C/C(/C=C/C2C=CC=CC=2)=O)=CC=1.C1C=CC(/C=C/C(/C=C/C2C=CC=CC=2)=O)=CC=1.[Pd].[Pd]. The product is [CH:59]([N:62]1[CH2:67][C@@H:66]2[CH2:68][C@H:63]1[CH2:64][N:65]2[C:48]1[CH:53]=[CH:52][CH:51]=[C:50]([N+:54]([O-:56])=[O:55])[CH:49]=1)([CH3:61])[CH3:60]. The yield is 0.780. (2) The reactants are [Na].[C:2]([C:5]1[S:6][CH:7]=[C:8]([C:10]([NH:12][C@H:13]([CH3:29])[CH2:14][N:15]2[CH:19]=[CH:18][C:17]([C:20]3[CH:25]=[CH:24][C:23]([C:26]#[N:27])=[C:22]([Cl:28])[CH:21]=3)=[N:16]2)=[O:11])[N:9]=1)(=[O:4])[CH3:3]. The catalyst is C(O)C. The product is [Cl:28][C:22]1[CH:21]=[C:20]([C:17]2[CH:18]=[CH:19][N:15]([CH2:14][C@H:13]([NH:12][C:10]([C:8]3[N:9]=[C:5]([CH:2]([OH:4])[CH3:3])[S:6][CH:7]=3)=[O:11])[CH3:29])[N:16]=2)[CH:25]=[CH:24][C:23]=1[C:26]#[N:27]. The yield is 0.333. (3) The reactants are [Br:1][C:2]1[CH:3]=[C:4]([C:16]([O:18][CH3:19])=[O:17])[C:5]2[C:6]([CH:14]=O)=[CH:7][N:8]([CH:11]([CH3:13])[CH3:12])[C:9]=2[CH:10]=1.C1(C)C=CC(S(=O)=O)=CC=1.S1(CCCC1)(=O)=O.C([BH3-])#N.[Na+]. The catalyst is CN(C=O)C.O. The product is [Br:1][C:2]1[CH:3]=[C:4]([C:16]([O:18][CH3:19])=[O:17])[C:5]2[C:6]([CH3:14])=[CH:7][N:8]([CH:11]([CH3:12])[CH3:13])[C:9]=2[CH:10]=1. The yield is 0.892. (4) The reactants are [F:1][C:2]1[CH:9]=[C:8]([F:10])[CH:7]=[CH:6][C:3]=1[CH2:4][NH2:5].[C:11](O)(=[O:20])[CH2:12][CH2:13][CH2:14][CH2:15][CH2:16][CH2:17][CH2:18][CH3:19].Cl.C(N=C=NCCCN(C)C)C. The catalyst is C(Cl)Cl.CN(C1C=CN=CC=1)C. The product is [F:1][C:2]1[CH:9]=[C:8]([F:10])[CH:7]=[CH:6][C:3]=1[CH2:4][NH:5][C:11](=[O:20])[CH2:12][CH2:13][CH2:14][CH2:15][CH2:16][CH2:17][CH2:18][CH3:19]. The yield is 0.930. (5) The reactants are [C:1]([O:5][C:6]([N:8]([CH2:28][O:29][CH2:30][CH2:31][Si:32]([CH3:35])([CH3:34])[CH3:33])[C:9]1[S:10][C@:11]2([C:25](O)=[O:26])[C@H:13]([C@:14]([C:17]3[CH:22]=[CH:21][CH:20]=[C:19]([F:23])[C:18]=3[F:24])([CH3:16])[N:15]=1)[CH2:12]2)=[O:7])([CH3:4])([CH3:3])[CH3:2].C(N1C=CN=C1)([N:38]1C=CN=C1)=O.N. The catalyst is C1COCC1. The product is [C:1]([O:5][C:6](=[O:7])[N:8]([C:9]1[S:10][C@:11]2([C:25](=[O:26])[NH2:38])[C@H:13]([C@:14]([C:17]3[CH:22]=[CH:21][CH:20]=[C:19]([F:23])[C:18]=3[F:24])([CH3:16])[N:15]=1)[CH2:12]2)[CH2:28][O:29][CH2:30][CH2:31][Si:32]([CH3:33])([CH3:34])[CH3:35])([CH3:2])([CH3:4])[CH3:3]. The yield is 1.00.